This data is from NCI-60 drug combinations with 297,098 pairs across 59 cell lines. The task is: Regression. Given two drug SMILES strings and cell line genomic features, predict the synergy score measuring deviation from expected non-interaction effect. (1) Drug 1: C1CCN(CC1)CCOC2=CC=C(C=C2)C(=O)C3=C(SC4=C3C=CC(=C4)O)C5=CC=C(C=C5)O. Drug 2: CN1C2=C(C=C(C=C2)N(CCCl)CCCl)N=C1CCCC(=O)O.Cl. Cell line: U251. Synergy scores: CSS=11.2, Synergy_ZIP=-4.50, Synergy_Bliss=2.05, Synergy_Loewe=0.199, Synergy_HSA=0.650. (2) Drug 1: C1C(C(OC1N2C=NC(=NC2=O)N)CO)O. Drug 2: C(CCl)NC(=O)N(CCCl)N=O. Cell line: UO-31. Synergy scores: CSS=5.69, Synergy_ZIP=-4.02, Synergy_Bliss=-0.658, Synergy_Loewe=-4.82, Synergy_HSA=-0.330. (3) Drug 2: CCC1(C2=C(COC1=O)C(=O)N3CC4=CC5=C(C=CC(=C5CN(C)C)O)N=C4C3=C2)O.Cl. Drug 1: CC1=C(N=C(N=C1N)C(CC(=O)N)NCC(C(=O)N)N)C(=O)NC(C(C2=CN=CN2)OC3C(C(C(C(O3)CO)O)O)OC4C(C(C(C(O4)CO)O)OC(=O)N)O)C(=O)NC(C)C(C(C)C(=O)NC(C(C)O)C(=O)NCCC5=NC(=CS5)C6=NC(=CS6)C(=O)NCCC[S+](C)C)O. Synergy scores: CSS=64.8, Synergy_ZIP=4.15, Synergy_Bliss=4.73, Synergy_Loewe=6.02, Synergy_HSA=8.36. Cell line: NCI/ADR-RES. (4) Drug 1: C1CCC(C1)C(CC#N)N2C=C(C=N2)C3=C4C=CNC4=NC=N3. Drug 2: C1CC(=O)NC(=O)C1N2C(=O)C3=CC=CC=C3C2=O. Cell line: SK-MEL-2. Synergy scores: CSS=4.76, Synergy_ZIP=6.94, Synergy_Bliss=10.1, Synergy_Loewe=6.05, Synergy_HSA=4.16. (5) Drug 1: C1CN1C2=NC(=NC(=N2)N3CC3)N4CC4. Drug 2: C1C(C(OC1N2C=NC(=NC2=O)N)CO)O. Cell line: IGROV1. Synergy scores: CSS=18.5, Synergy_ZIP=-6.17, Synergy_Bliss=2.42, Synergy_Loewe=0.550, Synergy_HSA=1.80. (6) Cell line: NCI-H226. Drug 1: C1=CC(=CC=C1CC(C(=O)O)N)N(CCCl)CCCl.Cl. Synergy scores: CSS=6.24, Synergy_ZIP=-2.92, Synergy_Bliss=-1.43, Synergy_Loewe=-5.14, Synergy_HSA=-2.22. Drug 2: C1C(C(OC1N2C=NC3=C2NC=NCC3O)CO)O. (7) Drug 1: CC1=C(C(=CC=C1)Cl)NC(=O)C2=CN=C(S2)NC3=CC(=NC(=N3)C)N4CCN(CC4)CCO. Drug 2: CCN(CC)CCNC(=O)C1=C(NC(=C1C)C=C2C3=C(C=CC(=C3)F)NC2=O)C. Cell line: MDA-MB-231. Synergy scores: CSS=4.08, Synergy_ZIP=-4.00, Synergy_Bliss=-0.882, Synergy_Loewe=-0.339, Synergy_HSA=0.396. (8) Synergy scores: CSS=63.9, Synergy_ZIP=-3.73, Synergy_Bliss=-4.46, Synergy_Loewe=-1.63, Synergy_HSA=0.273. Drug 1: C1CN1C2=NC(=NC(=N2)N3CC3)N4CC4. Drug 2: CC1CCCC2(C(O2)CC(NC(=O)CC(C(C(=O)C(C1O)C)(C)C)O)C(=CC3=CSC(=N3)C)C)C. Cell line: HOP-62. (9) Drug 1: CN(CCCl)CCCl.Cl. Drug 2: C1CC(=O)NC(=O)C1N2C(=O)C3=CC=CC=C3C2=O. Cell line: UACC-257. Synergy scores: CSS=2.84, Synergy_ZIP=-0.866, Synergy_Bliss=1.32, Synergy_Loewe=-2.22, Synergy_HSA=-0.0859. (10) Drug 1: CC1=C2C(C(=O)C3(C(CC4C(C3C(C(C2(C)C)(CC1OC(=O)C(C(C5=CC=CC=C5)NC(=O)OC(C)(C)C)O)O)OC(=O)C6=CC=CC=C6)(CO4)OC(=O)C)OC)C)OC. Drug 2: CCC1(CC2CC(C3=C(CCN(C2)C1)C4=CC=CC=C4N3)(C5=C(C=C6C(=C5)C78CCN9C7C(C=CC9)(C(C(C8N6C)(C(=O)OC)O)OC(=O)C)CC)OC)C(=O)OC)O.OS(=O)(=O)O. Cell line: CAKI-1. Synergy scores: CSS=54.9, Synergy_ZIP=-1.32, Synergy_Bliss=-2.21, Synergy_Loewe=3.61, Synergy_HSA=5.88.